This data is from Full USPTO retrosynthesis dataset with 1.9M reactions from patents (1976-2016). The task is: Predict the reactants needed to synthesize the given product. (1) Given the product [CH:40]1[C:41]2[C:45]3[CH:46]=[CH:47][CH:48]=[CH:49][C:44]=3[O:43][C:42]=2[C:37]([C:34]2[CH:33]=[CH:32][C:31]([C:28]3[CH:29]=[CH:30][C:25]([CH2:24][S:23][CH2:22][C@H:18]([NH:17][C:16]([NH2:50])=[NH:15])[C:19]([OH:21])=[O:20])=[CH:26][CH:27]=3)=[CH:36][CH:35]=2)=[CH:38][CH:39]=1, predict the reactants needed to synthesize it. The reactants are: FC(F)(F)C(O)=O.C(OC([N:15]=[C:16]([NH:50]C(OC(C)(C)C)=O)[NH:17][C@@H:18]([CH2:22][S:23][CH2:24][C:25]1[CH:30]=[CH:29][C:28]([C:31]2[CH:36]=[CH:35][C:34]([C:37]3[C:42]4[O:43][C:44]5[CH:49]=[CH:48][CH:47]=[CH:46][C:45]=5[C:41]=4[CH:40]=[CH:39][CH:38]=3)=[CH:33][CH:32]=2)=[CH:27][CH:26]=1)[C:19]([OH:21])=[O:20])=O)(C)(C)C. (2) Given the product [Br:1][C:2]1[CH:7]=[CH:6][C:5](/[CH:8]=[CH:9]/[C:10]2[O:11][CH:12]=[C:13]([CH2:15][O:38][C:35]3[CH:34]=[CH:33][C:32]([CH2:31][CH2:30][CH2:29][CH2:28][N:24]4[CH:25]=[CH:26][N:27]=[C:23]4[CH2:22][S:19]([CH3:18])(=[O:21])=[O:20])=[CH:37][CH:36]=3)[N:14]=2)=[C:4]([F:17])[CH:3]=1, predict the reactants needed to synthesize it. The reactants are: [Br:1][C:2]1[CH:7]=[CH:6][C:5](/[CH:8]=[CH:9]/[C:10]2[O:11][CH:12]=[C:13]([CH2:15]Cl)[N:14]=2)=[C:4]([F:17])[CH:3]=1.[CH3:18][S:19]([CH2:22][C:23]1[N:24]([CH2:28][CH2:29][CH2:30][CH2:31][C:32]2[CH:37]=[CH:36][C:35]([OH:38])=[CH:34][CH:33]=2)[CH:25]=[CH:26][N:27]=1)(=[O:21])=[O:20].[H-].[Na+]. (3) Given the product [F:11][C:12]1[CH:31]=[CH:30][C:15]([C:16]([N:18]2[CH2:19][CH2:20][CH:21]([C:24]([C:7]3[S:6][CH:10]=[CH:9][N:8]=3)=[O:29])[CH2:22][CH2:23]2)=[O:17])=[CH:14][CH:13]=1, predict the reactants needed to synthesize it. The reactants are: C([Li])CCC.[S:6]1[CH:10]=[CH:9][N:8]=[CH:7]1.[F:11][C:12]1[CH:31]=[CH:30][C:15]([C:16]([N:18]2[CH2:23][CH2:22][CH:21]([C:24](=[O:29])N(C)OC)[CH2:20][CH2:19]2)=[O:17])=[CH:14][CH:13]=1. (4) Given the product [C:42]([O:41][C:40](=[O:46])[NH:39][CH2:38][CH2:37][O:15][C:12]1[CH:13]=[CH:14][C:9]([B:4]2[O:3][C:2]([CH3:16])([CH3:1])[C:6]([CH3:7])([CH3:8])[O:5]2)=[CH:10][CH:11]=1)([CH3:45])([CH3:44])[CH3:43], predict the reactants needed to synthesize it. The reactants are: [CH3:1][C:2]1([CH3:16])[C:6]([CH3:8])([CH3:7])[O:5][B:4]([C:9]2[CH:14]=[CH:13][C:12]([OH:15])=[CH:11][CH:10]=2)[O:3]1.C1(P(C2C=CC=CC=2)C2C=CC=CC=2)C=CC=CC=1.O[CH2:37][CH2:38][NH:39][C:40](=[O:46])[O:41][C:42]([CH3:45])([CH3:44])[CH3:43].N(/C(N1CCCCC1)=O)=N\C(N1CCCCC1)=O.